The task is: Predict the product of the given reaction.. This data is from Forward reaction prediction with 1.9M reactions from USPTO patents (1976-2016). (1) Given the reactants [NH2:1][C@H:2]1[CH2:7][CH2:6][C@H:5]([NH:8][C:9]([C:11]2[C:15]3[N:16]=[CH:17][N:18]=[C:19]([C:20]4[CH:25]=[CH:24][C:23]([O:26][CH3:27])=[CH:22][C:21]=4[O:28][CH2:29][CH2:30][O:31][CH3:32])[C:14]=3[NH:13][CH:12]=2)=[O:10])[CH2:4][CH2:3]1.[CH:33]1([C:36](Cl)=[O:37])[CH2:35][CH2:34]1, predict the reaction product. The product is: [CH:33]1([C:36]([NH:1][C@H:2]2[CH2:7][CH2:6][C@H:5]([NH:8][C:9]([C:11]3[C:15]4[N:16]=[CH:17][N:18]=[C:19]([C:20]5[CH:25]=[CH:24][C:23]([O:26][CH3:27])=[CH:22][C:21]=5[O:28][CH2:29][CH2:30][O:31][CH3:32])[C:14]=4[NH:13][CH:12]=3)=[O:10])[CH2:4][CH2:3]2)=[O:37])[CH2:35][CH2:34]1. (2) Given the reactants [F:1][C:2]1[CH:10]=[C:9]2[C:5]([C:6]([C:12]3[N:13]=[C:14]4[C:20]([C:21](O)=[O:22])=[CH:19][N:18]([CH2:24][O:25][CH2:26][CH2:27][Si:28]([CH3:31])([CH3:30])[CH3:29])[C:15]4=[N:16][CH:17]=3)=[N:7][N:8]2[CH3:11])=[CH:4][CH:3]=1.CN(C(ON1N=NC2C=CC=NC1=2)=[N+](C)C)C.F[P-](F)(F)(F)(F)F.Cl.[Br:57][C:58]1[CH:59]=[C:60]([C:64]2([NH2:68])[CH2:67][CH2:66][CH2:65]2)[CH:61]=[CH:62][CH:63]=1.CCN(C(C)C)C(C)C, predict the reaction product. The product is: [Br:57][C:58]1[CH:59]=[C:60]([C:64]2([NH:68][C:21]([C:20]3[C:14]4[C:15](=[N:16][CH:17]=[C:12]([C:6]5[C:5]6[C:9](=[CH:10][C:2]([F:1])=[CH:3][CH:4]=6)[N:8]([CH3:11])[N:7]=5)[N:13]=4)[N:18]([CH2:24][O:25][CH2:26][CH2:27][Si:28]([CH3:30])([CH3:31])[CH3:29])[CH:19]=3)=[O:22])[CH2:67][CH2:66][CH2:65]2)[CH:61]=[CH:62][CH:63]=1.